Dataset: Full USPTO retrosynthesis dataset with 1.9M reactions from patents (1976-2016). Task: Predict the reactants needed to synthesize the given product. (1) Given the product [F:15][C:16]1[CH:21]=[CH:20][C:19]([CH2:22][C:23]([C:2]2[CH:7]=[CH:6][N:5]=[C:4]([S:8][CH3:9])[N:3]=2)=[O:24])=[CH:18][CH:17]=1, predict the reactants needed to synthesize it. The reactants are: I[C:2]1[CH:7]=[CH:6][N:5]=[C:4]([S:8][CH3:9])[N:3]=1.C([Mg]Cl)(C)C.[F:15][C:16]1[CH:21]=[CH:20][C:19]([CH2:22][C:23](Cl)=[O:24])=[CH:18][CH:17]=1. (2) Given the product [Cl:1][C:2]1[CH:7]=[C:6]([C:8]2[C:13]([CH3:14])=[N:12][CH:11]=[CH:10][N:9]=2)[CH:5]=[CH:4][C:3]=1[C:15]1[C:27](=[O:28])[N:26]([CH:29]2[CH2:33][CH2:32][CH2:31][CH2:30]2)[C:18]2[N:19]=[C:20]([NH:40][CH:37]3[CH2:38][CH2:39][O:34][CH2:35][CH2:36]3)[N:21]=[CH:22][C:17]=2[CH:16]=1, predict the reactants needed to synthesize it. The reactants are: [Cl:1][C:2]1[CH:7]=[C:6]([C:8]2[C:13]([CH3:14])=[N:12][CH:11]=[CH:10][N:9]=2)[CH:5]=[CH:4][C:3]=1[C:15]1[C:27](=[O:28])[N:26]([CH:29]2[CH2:33][CH2:32][CH2:31][CH2:30]2)[C:18]2[N:19]=[C:20](S(C)=O)[N:21]=[CH:22][C:17]=2[CH:16]=1.[O:34]1[CH2:39][CH2:38][CH:37]([NH2:40])[CH2:36][CH2:35]1.CCN(C(C)C)C(C)C. (3) Given the product [N:25]1([C:31]2[CH:36]=[CH:35][C:34]([C:37]([CH3:38])=[CH:6][C:7]([C:9]3[CH:10]=[CH:11][C:12]([C:13]([OH:15])=[O:14])=[CH:16][CH:17]=3)=[O:8])=[CH:33][N:32]=2)[CH2:30][CH2:29][CH2:28][CH2:27][CH2:26]1, predict the reactants needed to synthesize it. The reactants are: C([SiH2][O:6][C:7]([C:9]1[CH:17]=[CH:16][C:12]([C:13]([OH:15])=[O:14])=[CH:11][CH:10]=1)=[CH2:8])(C)(C)C.C(N(CC)CC)C.[N:25]1([C:31]2[CH:36]=[CH:35][C:34]([C:37](=O)[CH3:38])=[CH:33][N:32]=2)[CH2:30][CH2:29][CH2:28][CH2:27][CH2:26]1.FC(F)(F)C(OC(=O)C(F)(F)F)=O. (4) The reactants are: [CH:1]1([NH:7][C:8]([C:10]2[C:14]([CH2:15][N:16]([CH3:18])[CH3:17])=[C:13]([C:19]3[CH:24]=[CH:23][C:22]([OH:25])=[CH:21][CH:20]=3)[N:12]([C:26]3[CH:31]=[CH:30][C:29]([Cl:32])=[CH:28][C:27]=3[Cl:33])[N:11]=2)=[O:9])[CH2:6][CH2:5][CH2:4][CH2:3][CH2:2]1.C(N(CC)CC)C.[F:41][C:42]([F:50])([F:49])[CH2:43][CH2:44][S:45](Cl)(=[O:47])=[O:46]. Given the product [CH:1]1([NH:7][C:8]([C:10]2[C:14]([CH2:15][N:16]([CH3:18])[CH3:17])=[C:13]([C:19]3[CH:24]=[CH:23][C:22]([O:25][S:45]([CH2:44][CH2:43][C:42]([F:50])([F:49])[F:41])(=[O:47])=[O:46])=[CH:21][CH:20]=3)[N:12]([C:26]3[CH:31]=[CH:30][C:29]([Cl:32])=[CH:28][C:27]=3[Cl:33])[N:11]=2)=[O:9])[CH2:2][CH2:3][CH2:4][CH2:5][CH2:6]1, predict the reactants needed to synthesize it. (5) Given the product [C:5]([O:19][C:16]([CH:26]1[CH2:25][CH2:24][CH:23]([NH:22][C:2]2[CH:12]=[CH:11][C:5]([C:6]([O:8][CH2:9][CH3:10])=[O:7])=[CH:4][C:3]=2[N+:13]([O-:15])=[O:14])[CH2:28][CH2:27]1)=[O:17])([CH3:11])([CH3:6])[CH3:4], predict the reactants needed to synthesize it. The reactants are: Cl[C:2]1[CH:12]=[CH:11][C:5]([C:6]([O:8][CH2:9][CH3:10])=[O:7])=[CH:4][C:3]=1[N+:13]([O-:15])=[O:14].[C:16]([O-:19])([O-])=[O:17].[K+].[K+].[NH2:22][CH:23]1[CH2:28][CH2:27][CH:26](NC(=O)OC(C)(C)C)[CH2:25][CH2:24]1. (6) Given the product [C:32]([NH:36][C:37]([N:39]1[CH2:44][CH2:43][CH:42]([NH:1][C:2]2[CH:3]=[C:4]([Cl:31])[CH:5]=[C:6]3[C:10]=2[NH:9][C:8]([C:11]([NH2:13])=[O:12])=[C:7]3[S:14]([N:17]2[CH2:22][CH2:21][O:20][C@H:19]([CH2:23][O:24][C:25]3[CH:26]=[CH:27][CH:28]=[CH:29][CH:30]=3)[CH2:18]2)(=[O:16])=[O:15])[CH2:41][CH2:40]1)=[O:38])([CH3:35])([CH3:33])[CH3:34], predict the reactants needed to synthesize it. The reactants are: [NH2:1][C:2]1[CH:3]=[C:4]([Cl:31])[CH:5]=[C:6]2[C:10]=1[NH:9][C:8]([C:11]([NH2:13])=[O:12])=[C:7]2[S:14]([N:17]1[CH2:22][CH2:21][O:20][C@H:19]([CH2:23][O:24][C:25]2[CH:30]=[CH:29][CH:28]=[CH:27][CH:26]=2)[CH2:18]1)(=[O:16])=[O:15].[C:32]([NH:36][C:37]([N:39]1[CH2:44][CH2:43][C:42](=O)[CH2:41][CH2:40]1)=[O:38])([CH3:35])([CH3:34])[CH3:33].